This data is from Forward reaction prediction with 1.9M reactions from USPTO patents (1976-2016). The task is: Predict the product of the given reaction. (1) Given the reactants [F:1][C:2]1[CH:3]=[C:4]2[C:9](=[CH:10][CH:11]=1)[N:8]=[C:7]([O:12][CH3:13])[C:6]([NH:14][C:15](=[O:19])OCC)=[N:5]2.[N:20]1[CH:25]=[CH:24][CH:23]=[CH:22][C:21]=1[N:26]1[CH2:31][CH2:30][NH:29][CH2:28][CH2:27]1, predict the reaction product. The product is: [F:1][C:2]1[CH:3]=[C:4]2[C:9](=[CH:10][CH:11]=1)[N:8]=[C:7]([O:12][CH3:13])[C:6]([NH:14][C:15]([N:29]1[CH2:30][CH2:31][N:26]([C:21]3[CH:22]=[CH:23][CH:24]=[CH:25][N:20]=3)[CH2:27][CH2:28]1)=[O:19])=[N:5]2. (2) Given the reactants Br[C:2]1[NH:3][C:4]2[C:9]([C:10]=1[CH3:11])=[CH:8][CH:7]=[C:6]([Br:12])[CH:5]=2.S(=O)(=O)(O)[OH:14].O1CCOCC1, predict the reaction product. The product is: [Br:12][C:6]1[CH:5]=[C:4]2[C:9]([CH:10]([CH3:11])[C:2](=[O:14])[NH:3]2)=[CH:8][CH:7]=1. (3) Given the reactants [I:1][C:2]1[C:3]([CH3:12])=[CH:4][C:5]([C:8]([F:11])([F:10])[F:9])=[N:6][CH:7]=1.[Br:13]N1C(=O)CCC1=O.C(OOC(=O)C1C=CC=CC=1)(=O)C1C=CC=CC=1.O, predict the reaction product. The product is: [Br:13][CH2:12][C:3]1[C:2]([I:1])=[CH:7][N:6]=[C:5]([C:8]([F:11])([F:9])[F:10])[CH:4]=1. (4) Given the reactants Cl[CH2:2][CH2:3][CH2:4][O:5][C:6]1[CH:11]=[CH:10][C:9]([C:12](=[O:14])[CH3:13])=[CH:8][C:7]=1[O:15][CH3:16].[F:17][C:18]1[CH:32]=[CH:31][C:21]2[C:22]([CH:25]3[CH2:30][CH2:29][NH:28][CH2:27][CH2:26]3)=[N:23][O:24][C:20]=2[CH:19]=1.C(NC(C)C)(C)C, predict the reaction product. The product is: [CH3:13][C:12]([C:9]1[CH:10]=[CH:11][C:6]([O:5][CH2:4][CH2:3][CH2:2][N:28]2[CH2:27][CH2:26][CH:25]([C:22]3[C:21]4[CH:31]=[CH:32][C:18]([F:17])=[CH:19][C:20]=4[O:24][N:23]=3)[CH2:30][CH2:29]2)=[C:7]([O:15][CH3:16])[CH:8]=1)=[O:14].